Dataset: Full USPTO retrosynthesis dataset with 1.9M reactions from patents (1976-2016). Task: Predict the reactants needed to synthesize the given product. (1) Given the product [CH2:25]([O:24][C:22]([C:21]1[C:20]2([C:18]([O:17][CH2:15][CH3:16])=[O:19])[N:46]([CH2:47][CH2:48][C:49]3[C:57]4[C:52](=[CH:53][CH:54]=[CH:55][CH:56]=4)[NH:51][C:50]=32)[CH:4]=[C:3]([C:12](=[O:13])[C:11]2[CH:10]=[C:9]([CH3:14])[CH:8]=[CH:7][C:6]=2[OH:5])[CH:1]=1)=[O:23])[CH3:26], predict the reactants needed to synthesize it. The reactants are: [CH:1]([C:3]1[C:12](=[O:13])[C:11]2[C:6](=[CH:7][CH:8]=[C:9]([CH3:14])[CH:10]=2)[O:5][CH:4]=1)=O.[CH2:15]([O:17][C:18]([C:20]#[C:21][C:22]([O:24][CH2:25][CH3:26])=[O:23])=[O:19])[CH3:16].C1(P(C2C=CC=CC=2)C2C=CC=CC=2)C=CC=CC=1.[NH2:46][CH2:47][CH2:48][C:49]1[C:57]2[C:52](=[CH:53][CH:54]=[CH:55][CH:56]=2)[NH:51][CH:50]=1. (2) Given the product [CH:1]1([C:4]([NH:6][C:7]2[CH:8]=[CH:9][C:10]([S:13][C:14]3[N:19]=[C:18]([C:20]([OH:22])=[O:21])[C:17]([NH2:24])=[C:16]([NH:25][C:26]4[CH:30]=[C:29]([CH3:31])[NH:28][N:27]=4)[N:15]=3)=[CH:11][CH:12]=2)=[O:5])[CH2:3][CH2:2]1, predict the reactants needed to synthesize it. The reactants are: [CH:1]1([C:4]([NH:6][C:7]2[CH:12]=[CH:11][C:10]([S:13][C:14]3[N:19]=[C:18]([C:20]([O:22]C)=[O:21])[C:17]([NH2:24])=[C:16]([NH:25][C:26]4[CH:30]=[C:29]([CH3:31])[NH:28][N:27]=4)[N:15]=3)=[CH:9][CH:8]=2)=[O:5])[CH2:3][CH2:2]1.[Li+].[OH-].Cl. (3) Given the product [CH2:1]([C:3]1[N:8]([C:9]2[CH:14]=[CH:13][CH:12]=[CH:11][CH:10]=2)[C:7](=[O:15])[C:6]([C:16]([OH:20])=[O:18])=[CH:5][CH:4]=1)[CH3:2], predict the reactants needed to synthesize it. The reactants are: [CH2:1]([C:3]1[N:8]([C:9]2[CH:14]=[CH:13][CH:12]=[CH:11][CH:10]=2)[C:7](=[O:15])[C:6]([C:16]#N)=[CH:5][CH:4]=1)[CH3:2].[OH-:18].[Na+].[OH2:20]. (4) The reactants are: Br[C:2]1[CH:3]=[C:4]([F:21])[C:5]2[N:9]=[C:8]([CH3:10])[N:7]([C:11]3[CH:12]=[CH:13][C:14]([F:19])=[C:15]([CH:18]=3)[C:16]#[N:17])[C:6]=2[CH:20]=1.[F:22][C:23]1[CH:28]=[CH:27][C:26]([C:29]2[O:30][C:31]3[CH:41]=[C:40]([N:42]([CH3:47])[S:43]([CH3:46])(=[O:45])=[O:44])[C:39](B4OC(C)(C)C(C)(C)O4)=[CH:38][C:32]=3[C:33]=2[C:34]([NH:36][CH3:37])=[O:35])=[CH:25][CH:24]=1.C([O-])([O-])=[O:58].[K+].[K+]. Given the product [C:16]([C:15]1[CH:18]=[C:11]([N:7]2[C:6]3[CH:20]=[C:2]([C:39]4[C:40]([N:42]([CH3:47])[S:43]([CH3:46])(=[O:44])=[O:45])=[CH:41][C:31]5[O:30][C:29]([C:26]6[CH:27]=[CH:28][C:23]([F:22])=[CH:24][CH:25]=6)=[C:33]([C:34]([NH:36][CH3:37])=[O:35])[C:32]=5[CH:38]=4)[CH:3]=[C:4]([F:21])[C:5]=3[N:9]=[C:8]2[CH3:10])[CH:12]=[CH:13][C:14]=1[F:19])(=[O:58])[NH2:17], predict the reactants needed to synthesize it. (5) Given the product [CH3:27][N:28]1[CH2:33][CH2:32][CH:31]([O:34][C:35]2[CH:40]=[CH:39][C:38]([C:2]3[C:10]4[C:5](=[CH:6][CH:7]=[C:8]([C:11]([NH:13][CH2:14][C:15]5[CH:20]=[CH:19][CH:18]=[CH:17][C:16]=5[N:21]5[CH2:26][CH2:25][O:24][CH2:23][CH2:22]5)=[O:12])[CH:9]=4)[NH:4][N:3]=3)=[CH:37][CH:36]=2)[CH2:30][CH2:29]1, predict the reactants needed to synthesize it. The reactants are: I[C:2]1[C:10]2[C:5](=[CH:6][CH:7]=[C:8]([C:11]([NH:13][CH2:14][C:15]3[CH:20]=[CH:19][CH:18]=[CH:17][C:16]=3[N:21]3[CH2:26][CH2:25][O:24][CH2:23][CH2:22]3)=[O:12])[CH:9]=2)[NH:4][N:3]=1.[CH3:27][N:28]1[CH2:33][CH2:32][CH:31]([O:34][C:35]2[CH:40]=[CH:39][C:38](B3OC(C)(C)C(C)(C)O3)=[CH:37][CH:36]=2)[CH2:30][CH2:29]1.C([O-])([O-])=O.[Na+].[Na+].C1(C)C=CC=CC=1.